Task: Predict which catalyst facilitates the given reaction.. Dataset: Catalyst prediction with 721,799 reactions and 888 catalyst types from USPTO (1) Reactant: [Cl:1][C:2]1[C:10]([CH:11]=[N:12][O:13][CH2:14][CH:15]2[CH2:17][CH2:16]2)=[C:9]([Cl:18])[CH:8]=[CH:7][C:3]=1[C:4]([OH:6])=O.[CH3:19][C:20]1[C:21]([NH2:25])=[N:22][O:23][N:24]=1.C(N(CC)CC)C. Product: [Cl:1][C:2]1[C:10](/[CH:11]=[N:12]/[O:13][CH2:14][CH:15]2[CH2:17][CH2:16]2)=[C:9]([Cl:18])[CH:8]=[CH:7][C:3]=1[C:4]([NH:25][C:21]1[C:20]([CH3:19])=[N:24][O:23][N:22]=1)=[O:6]. The catalyst class is: 64. (2) Reactant: [N:1]1[S:2][N:3]=[C:4]2[CH:9]=[C:8]([C:10]3[CH:11]=[C:12]([CH:22]([CH2:28][CH:29]([CH3:31])[CH3:30])[C:23]([O:25]CC)=[O:24])[CH:13]=[C:14]([Cl:21])[C:15]=3[O:16][CH2:17][CH:18]3[CH2:20][CH2:19]3)[CH:7]=[CH:6][C:5]=12.CO.O.O[Li].O. Product: [N:1]1[S:2][N:3]=[C:4]2[CH:9]=[C:8]([C:10]3[CH:11]=[C:12]([CH:22]([CH2:28][CH:29]([CH3:31])[CH3:30])[C:23]([OH:25])=[O:24])[CH:13]=[C:14]([Cl:21])[C:15]=3[O:16][CH2:17][CH:18]3[CH2:20][CH2:19]3)[CH:7]=[CH:6][C:5]=12. The catalyst class is: 1. (3) Reactant: [NH2:1][CH2:2][C:3]([C:13]1[CH:18]=[CH:17][C:16]([Br:19])=[CH:15][CH:14]=1)([C:5]1[CH:10]=[CH:9][CH:8]=[C:7]([O:11][CH3:12])[CH:6]=1)[OH:4].C(N(CC)CC)C.[Cl:27][CH2:28][C:29](Cl)=[O:30].O. Product: [Br:19][C:16]1[CH:15]=[CH:14][C:13]([C:3]([OH:4])([C:5]2[CH:10]=[CH:9][CH:8]=[C:7]([O:11][CH3:12])[CH:6]=2)[CH2:2][NH:1][C:29](=[O:30])[CH2:28][Cl:27])=[CH:18][CH:17]=1. The catalyst class is: 260. (4) The catalyst class is: 2. Product: [Cl:1][C:2]1[C:3]2[CH:13]=[CH:12][C:11]([S:14]([CH3:17])(=[O:15])=[O:16])=[CH:10][C:4]=2[S:5][C:6]=1[C:7]#[N:9]. Reactant: [Cl:1][C:2]1[C:3]2[CH:13]=[CH:12][C:11]([S:14]([CH3:17])(=[O:16])=[O:15])=[CH:10][C:4]=2[S:5][C:6]=1[C:7]([NH2:9])=O.C(OC(C(F)(F)F)=O)(C(F)(F)F)=O.N1C=CC=CC=1. (5) Reactant: C([C@@:9]1([OH:34])[C@@H:13]([CH:14](C(=O)C2C=CC=CC=2)[OH:15])[O:12][C@@H:11]([N:24]2[CH:31]=[CH:30][C:28](=[O:29])[NH:27][C:25]2=[O:26])[C@@:10]1([F:33])[CH3:32])(=O)C1C=CC=CC=1.N. Product: [F:33][C@:10]1([CH3:32])[C@H:9]([OH:34])[C@@H:13]([CH2:14][OH:15])[O:12][C@H:11]1[N:24]1[CH:31]=[CH:30][C:28](=[O:29])[NH:27][C:25]1=[O:26]. The catalyst class is: 5. (6) Reactant: [Cl:1][C:2]1[CH:30]=[CH:29][C:5]2[N:6]=[C:7]([N:9]3[CH2:14][CH2:13][CH:12]([CH2:15][CH2:16][O:17][C:18]4[CH:19]=[C:20]([CH:26]=[CH:27][CH:28]=4)[C:21]([O:23]CC)=[O:22])[CH2:11][CH2:10]3)[S:8][C:4]=2[CH:3]=1.[OH-].[Na+].CO.Cl. The catalyst class is: 6. Product: [Cl:1][C:2]1[CH:30]=[CH:29][C:5]2[N:6]=[C:7]([N:9]3[CH2:14][CH2:13][CH:12]([CH2:15][CH2:16][O:17][C:18]4[CH:19]=[C:20]([CH:26]=[CH:27][CH:28]=4)[C:21]([OH:23])=[O:22])[CH2:11][CH2:10]3)[S:8][C:4]=2[CH:3]=1. (7) Reactant: [CH3:1][C:2]1([CH3:27])[CH2:10][C:9]2[C:4](=[CH:5][CH:6]=[C:7]([N:11](C(OC(C)(C)C)=O)[NH:12]C(OC(C)(C)C)=O)[CH:8]=2)[CH2:3]1.FC(F)(F)C(O)=O.C[O:36][C:37](=O)[CH2:38][C:39](=O)[CH3:40]. Product: [CH3:1][C:2]1([CH3:27])[CH2:10][C:9]2[C:4](=[CH:5][CH:6]=[C:7]([N:11]3[C:37](=[O:36])[CH2:38][C:39]([CH3:40])=[N:12]3)[CH:8]=2)[CH2:3]1. The catalyst class is: 15.